This data is from Cav3 T-type calcium channel HTS with 100,875 compounds. The task is: Binary Classification. Given a drug SMILES string, predict its activity (active/inactive) in a high-throughput screening assay against a specified biological target. (1) The drug is Clc1cc(NCc2c(O)c(OC)ccc2)ccc1F. The result is 0 (inactive). (2) The drug is OC(C\C(=N\O)C)(c1ccccc1)\C=N\O. The result is 0 (inactive). (3) The drug is Clc1c(c2oc(cc2)/C=N/NC(=S)N)cccc1Cl. The result is 0 (inactive). (4) The compound is O1CCN(CC1)C(=O)c1ccc(cc1)COc1ccc(OC)cc1. The result is 0 (inactive). (5) The molecule is Fc1ccc(CN2C(=O)CN(CC3CC3)CC=CC2c2ccc(OC)cc2)cc1. The result is 0 (inactive). (6) The molecule is O=c1n(n(c(c1NC1=NC2(CCCCC2)Cc2c1cccc2)C)c1ccccc1)C. The result is 0 (inactive).